Dataset: Forward reaction prediction with 1.9M reactions from USPTO patents (1976-2016). Task: Predict the product of the given reaction. Given the reactants [CH3:1][N:2]([CH3:31])[C:3](=[O:30])[C@@H:4]([NH:12]C(=O)OCC1C2C=CC=CC=2C2C1=CC=CC=2)[CH2:5][C:6]1[CH:11]=[CH:10][N:9]=[CH:8][CH:7]=1.CO.CNC.CO, predict the reaction product. The product is: [NH2:12][C@@H:4]([CH2:5][C:6]1[CH:7]=[CH:8][N:9]=[CH:10][CH:11]=1)[C:3]([N:2]([CH3:31])[CH3:1])=[O:30].